Dataset: Peptide-MHC class I binding affinity with 185,985 pairs from IEDB/IMGT. Task: Regression. Given a peptide amino acid sequence and an MHC pseudo amino acid sequence, predict their binding affinity value. This is MHC class I binding data. (1) The peptide sequence is IMLVYCFLGY. The MHC is HLA-A01:01 with pseudo-sequence HLA-A01:01. The binding affinity (normalized) is 0.0426. (2) The peptide sequence is FQEALKKSL. The MHC is HLA-A26:01 with pseudo-sequence HLA-A26:01. The binding affinity (normalized) is 0.0847. (3) The peptide sequence is DIVKGLSGY. The MHC is HLA-B44:02 with pseudo-sequence HLA-B44:02. The binding affinity (normalized) is 0.0847. (4) The peptide sequence is RARISQGAG. The MHC is HLA-A30:01 with pseudo-sequence HLA-A30:01. The binding affinity (normalized) is 0.553. (5) The peptide sequence is GNPGRFWNTT. The MHC is HLA-A32:01 with pseudo-sequence HLA-A32:01. The binding affinity (normalized) is 0.150.